Dataset: Reaction yield outcomes from USPTO patents with 853,638 reactions. Task: Predict the reaction yield, written as a fraction of the theoretical maximum amount of product (1.0 means a 100% yield; for example, 0.34 means a 34% yield). (1) The reactants are [Br:1][C:2]1[CH:3]=[CH:4][C:5]([OH:11])=[C:6]([C:8](=[O:10])[CH3:9])[CH:7]=1.C([O-])([O-])=O.[K+].[K+].[CH2:18](Br)[C:19]1[CH:24]=[CH:23][CH:22]=[CH:21][CH:20]=1. The catalyst is CCO. The product is [CH2:18]([O:11][C:5]1[CH:4]=[CH:3][C:2]([Br:1])=[CH:7][C:6]=1[C:8](=[O:10])[CH3:9])[C:19]1[CH:24]=[CH:23][CH:22]=[CH:21][CH:20]=1. The yield is 0.840. (2) The reactants are Cl.[NH2:2][C:3]1[CH:8]=[CH:7][C:6]([C:9]2[CH:10]=[CH:11][C:12]([NH:15][CH2:16][CH2:17][N:18]3[CH2:23][CH2:22][O:21][CH2:20][CH2:19]3)=[N:13][CH:14]=2)=[CH:5][CH:4]=1.C(N(CC)CC)C.[F:31][C:32]([F:52])([F:51])[C:33]1([C:36]2[O:40][N:39]=[C:38]([NH:41][C:42](=O)[O:43]C3C=CC=CC=3)[CH:37]=2)[CH2:35][CH2:34]1. The catalyst is CN(C=O)C.CN(C1C=CN=CC=1)C. The product is [O:21]1[CH2:22][CH2:23][N:18]([CH2:17][CH2:16][NH:15][C:12]2[N:13]=[CH:14][C:9]([C:6]3[CH:7]=[CH:8][C:3]([NH:2][C:42]([NH:41][C:38]4[CH:37]=[C:36]([C:33]5([C:32]([F:52])([F:31])[F:51])[CH2:34][CH2:35]5)[O:40][N:39]=4)=[O:43])=[CH:4][CH:5]=3)=[CH:10][CH:11]=2)[CH2:19][CH2:20]1. The yield is 0.460.